From a dataset of Full USPTO retrosynthesis dataset with 1.9M reactions from patents (1976-2016). Predict the reactants needed to synthesize the given product. (1) Given the product [ClH:32].[CH3:29][N:2]([CH3:1])[C:3]1([C:22]2[CH:27]=[CH:26][CH:25]=[C:24]([F:28])[CH:23]=2)[CH2:8][CH2:7][C:6](=[CH:9][C:10]([NH:12][CH2:13][CH2:14][CH2:15][C:16]2[CH:17]=[CH:18][CH:19]=[CH:20][CH:21]=2)=[O:11])[CH2:5][CH2:4]1, predict the reactants needed to synthesize it. The reactants are: [CH3:1][N:2]([CH3:29])[C:3]1([C:22]2[CH:27]=[CH:26][CH:25]=[C:24]([F:28])[CH:23]=2)[CH2:8][CH2:7][C:6](=[CH:9][C:10]([NH:12][CH2:13][CH2:14][CH2:15][C:16]2[CH:21]=[CH:20][CH:19]=[CH:18][CH:17]=2)=[O:11])[CH2:5][CH2:4]1.C[Si](C)(C)[Cl:32]. (2) Given the product [C:8]([C:3]1[CH:4]=[CH:5][CH:6]=[CH:7][C:2]=1[NH:1][C:27](=[O:26])[C:28]1[CH:15]=[CH:14][N:13]=[CH:16][CH:17]=1)(=[O:10])[CH3:9], predict the reactants needed to synthesize it. The reactants are: [NH2:1][C:2]1[CH:7]=[CH:6][CH:5]=[CH:4][C:3]=1[C:8](=[O:10])[CH3:9].C([N:13]([CH2:16][CH3:17])[CH2:14][CH3:15])C.C(Cl)C1C=CN=CC=1.[O:26]1CC[CH2:28][CH2:27]1.